This data is from Peptide-MHC class II binding affinity with 134,281 pairs from IEDB. The task is: Regression. Given a peptide amino acid sequence and an MHC pseudo amino acid sequence, predict their binding affinity value. This is MHC class II binding data. (1) The binding affinity (normalized) is 0.148. The MHC is DRB1_0101 with pseudo-sequence DRB1_0101. The peptide sequence is MSAALKNLCFYSEES. (2) The MHC is HLA-DQA10201-DQB10303 with pseudo-sequence HLA-DQA10201-DQB10303. The peptide sequence is DVPYLTKRQDKLCGS. The binding affinity (normalized) is 0. (3) The peptide sequence is QLSALWARFPLPVIP. The MHC is DRB1_0701 with pseudo-sequence DRB1_0701. The binding affinity (normalized) is 0.491.